Dataset: Experimentally validated miRNA-target interactions with 360,000+ pairs, plus equal number of negative samples. Task: Binary Classification. Given a miRNA mature sequence and a target amino acid sequence, predict their likelihood of interaction. (1) The miRNA is hsa-miR-3189-3p with sequence CCCUUGGGUCUGAUGGGGUAG. The protein sequence of the target gene is MADPVAGIAGSAAKSVRPFRSSEAYVEAMKEDLAEWLNALYGLGLPGGGDGFLTGLATGTTLCQHANAVTEAARALAAARPARGVAFQAHSVVPGSFMARDNVATFIGWCRVELGVPEVLMFETEDLVLRKNEKSVVLCLLEVARRGARLGLLAPRLVQFEQEIERELRAAPPAPNAPAAGEDTTETAPAPGTPARGPRMTPSDLRNLDELVREILGRCTCPDQFPMIKVSEGKYRVGDSSLLIFVRVLRSHVMVRVGGGWDTLEHYLDKHDPCRCSSTAHRPPQPRVCTFSPQRVSPTT.... Result: 0 (no interaction). (2) The miRNA is hsa-miR-887-5p with sequence CUUGGGAGCCCUGUUAGACUC. The protein sequence of the target gene is MSCGNEFVETLKKIGYPKADNLNGEDFDWLFEGVEDESFLKWFCGNVNEQNVLSERELEAFSILQKSGKPILEGAALDEALKTCKTSDLKTPRLDDKELEKLEDEVQTLLKLKNLKIQRRNKCQLMASVTSHKSLRLNAKEEEATKKLKQSQGILNAMITKISNELQALTDEVTQLMMFFRHSNLGQGTNPLVFLSQFSLEKYLSQEEQSTAALTLYTKKQFFQGIHEVVESSNEDNFQLLDIQTPSICDNQEILEERRLEMARLQLAYICAQHQLIHLKASNSSMKSSIKWAEESLHSL.... Result: 1 (interaction). (3) The miRNA is hsa-miR-4446-3p with sequence CAGGGCUGGCAGUGACAUGGGU. The protein sequence of the target gene is MKSNQERSNECLPPKKREIPATSRPSEEKATALPSDNHCVEGVAWLPSTPGIRGHGGGRHGSAGTSGEHGLQGMGLHKALSAGLDYSPPSAPRSVPTANTLPTVYPPPQSGTPVSPVQYAHLSHTFQFIGSSQYSGPYAGFIPSQLISPSGNPVTSAVASAAGATTPSQRSQLEAYSTLLANMGSLSQAPGHKVEPPPQQHLSRAAGLVNPGSPPPPTQQNQYIHISSSPQSSGRATSPPPIPVHLHPHQTMIPHTLTLGPSSQVVVQYSDAGGHFVPRESTKKAESSRLQQAMQAKEVL.... Result: 0 (no interaction). (4) The miRNA is mmu-miR-129-5p with sequence CUUUUUGCGGUCUGGGCUUGC. The protein sequence of the target gene is MRDSTGAGNSLVHKRSPLRRNQKTSASLNKLSLQDGHKAKKPACKFEEGQDVLARWSDGLFYLGTIKKINILKQSCFIIFEDSSKSWVLWKDIQTGATGSGEMVCTICQEEYSEAPNEMVICDKCGQGYHQLCHTPHIDSSVIDSDEKWLCRQCVFATTTKRGGALKKGPNAKALQVMKQTLPYSVADLEWDAGHKTNVQQCYCYCGGPGDWYLKMLQCCKCKQWFHEACVQCLQKPMLFGDRFYTFICSVCSSGPEYLKRLPLQWVDIAHLCLYNLSVIHKKKYFDSELELMTYINENW.... Result: 1 (interaction). (5) The miRNA is hsa-miR-3691-3p with sequence ACCAAGUCUGCGUCAUCCUCUC. The protein sequence of the target gene is MSWHPQYRSSKFRHVFGKPASKENCYDSVPITRSVHDNHFCAVNPHFIAVVTECAGGGAFLVIPLHQTGKLDPHYPKVCGHRGNVLDVKWNPFDDFEIASCSEDATIKIWSIPKQLLTRNLTAYRKELVGHARRVGLVEWHPTAANILFSAGYDYKVMIWNLDTKESVITSPMSTISCHQDVILSMSFNTNGSLLATTCKDRKIRVIDPRAGTVLQEASYKGHRASKVLFLGNLKKLMSTGTSRWNNRQVALWDQDNLSVPLMEEDLDGSSGVLFPFYDADTSMLYVVGKGDGNIRYYEV.... Result: 1 (interaction). (6) The miRNA is hsa-miR-6891-5p with sequence UAAGGAGGGGGAUGAGGGG. The protein sequence of the target gene is MGPVSVLPSPQSLSTWEGDLAKMTHLQAGLSPDTIEKARLELNENPDILHQDIQQVRDMIITRPDIGFLRTDDAFILRFLRARKFHQADAFRLLAQYFQYRQLNLDMFKNFKADDPGIKRALIDGFPGVLENRDHYGRKILLLFAANWDQSRNSFTDILRAILLSLEVLIEDPELQINGFILIIDWSNFSFKQASKLTPSILKLAIEGLQDSFPARFGGVHFVNQPWYIHALYTLIKPFLKDKTRKRIFLHGNNLNSLHQLIHPEFLPSEFGGTLPPYDMGTWARTLLGPDYSDENDYTH.... Result: 0 (no interaction). (7) The miRNA is hsa-miR-6511a-5p with sequence CAGGCAGAAGUGGGGCUGACAGG. The protein sequence of the target gene is MGSPEDDLIGIPFPDHSSELLSCLNEQRQLGHLCDLTIRTQGLEYRTHRAVLAACSHYFKKLFTEGGGGAVMGAGGSGTATGGAGAGVCELDFVGPEALGALLEFAYTATLTTSSANMPAVLQAARLLEIPCVIAACMEILQGSGLEAPSPDEDDCERARQYLEAFATATASGVPNGEDSPPQVPLPPPPPPPPRPVARRSRKPRKAFLQTKGARANHLVPEVPTVPAHPLTYEEEEVAGRVGSSGGSGPGDSYSPPTGTASPPEGPQSYEPYEGEEEEEELVYPPAYGLAQGGGPPLSP.... Result: 1 (interaction).